From a dataset of Catalyst prediction with 721,799 reactions and 888 catalyst types from USPTO. Predict which catalyst facilitates the given reaction. (1) Reactant: Cl.[F:2][C:3]1[CH:8]=[CH:7][C:6]([NH:9][NH2:10])=[CH:5][CH:4]=1.C(N(CC)CC)C.[C:18]([C:20](=[CH:26]OCC)[C:21]([O:23][CH2:24][CH3:25])=[O:22])#[N:19]. Product: [NH2:19][C:18]1[N:9]([C:6]2[CH:7]=[CH:8][C:3]([F:2])=[CH:4][CH:5]=2)[N:10]=[CH:26][C:20]=1[C:21]([O:23][CH2:24][CH3:25])=[O:22]. The catalyst class is: 8. (2) Reactant: [CH3:1][N:2]1[C:7](=[O:8])[CH:6]=[CH:5][N:4]([C:9]2[CH:14]=[CH:13][C:12]([CH3:15])=[C:11]([S:16][CH2:17][C:18]([F:21])([F:20])[F:19])[CH:10]=2)[C:3]1=[O:22].ClC1C=CC=C(C(OO)=[O:31])C=1. Product: [CH3:1][N:2]1[C:7](=[O:8])[CH:6]=[CH:5][N:4]([C:9]2[CH:14]=[CH:13][C:12]([CH3:15])=[C:11]([S:16]([CH2:17][C:18]([F:21])([F:20])[F:19])=[O:31])[CH:10]=2)[C:3]1=[O:22]. The catalyst class is: 4. (3) Product: [F:22][S:23]([F:34])([F:35])([F:36])([F:37])[C:24]1[CH:25]=[CH:26][C:27]([CH2:28][NH:29][C:30](=[S:31])[NH:1][CH2:2][C:3]2[CH:8]=[CH:7][C:6]([NH:9][S:10]([CH3:13])(=[O:12])=[O:11])=[C:5]([F:14])[CH:4]=2)=[CH:32][CH:33]=1. Reactant: [NH2:1][CH2:2][C:3]1[CH:8]=[CH:7][C:6]([NH:9][S:10]([CH3:13])(=[O:12])=[O:11])=[C:5]([F:14])[CH:4]=1.C(N(CC)CC)C.[F:22][S:23]([F:37])([F:36])([F:35])([F:34])[C:24]1[CH:33]=[CH:32][C:27]([CH2:28][N:29]=[C:30]=[S:31])=[CH:26][CH:25]=1. The catalyst class is: 9. (4) Reactant: Cl[CH:2]([CH2:24][CH3:25])[C:3]([N:5]1[CH2:10][C:9](=[O:11])[N:8]([CH2:12][O:13][CH2:14][CH2:15][Si:16]([CH3:19])([CH3:18])[CH3:17])[C:7]2[CH:20]=[CH:21][CH:22]=[N:23][C:6]1=2)=[O:4].[F:26][C:27]([F:37])([F:36])[O:28][C:29]1[CH:30]=[C:31]([OH:35])[CH:32]=[CH:33][CH:34]=1.C(=O)([O-])[O-].[K+].[K+].CN(C)C=O. Product: [F:26][C:27]([F:36])([F:37])[O:28][C:29]1[CH:30]=[C:31]([CH:32]=[CH:33][CH:34]=1)[O:35][CH:2]([CH2:24][CH3:25])[C:3]([N:5]1[CH2:10][C:9](=[O:11])[N:8]([CH2:12][O:13][CH2:14][CH2:15][Si:16]([CH3:19])([CH3:18])[CH3:17])[C:7]2[CH:20]=[CH:21][CH:22]=[N:23][C:6]1=2)=[O:4]. The catalyst class is: 6.